From a dataset of Full USPTO retrosynthesis dataset with 1.9M reactions from patents (1976-2016). Predict the reactants needed to synthesize the given product. (1) Given the product [F:25][C:26]1[CH:27]=[C:28]([NH:37][C:38]([C@H:40]2[C:49]3[C:44](=[CH:45][C:46]([O:50][CH3:51])=[CH:47][CH:48]=3)[CH2:43][CH2:42][N:41]2[C:63]([C@@H:61]2[CH2:60][C@H:59]([CH2:58][C:57]([O:56][C:52]([CH3:55])([CH3:54])[CH3:53])=[O:66])[CH2:62]2)=[O:64])=[O:39])[CH:29]=[C:30]([F:36])[C:31]=1[Si:32]([CH3:33])([CH3:35])[CH3:34], predict the reactants needed to synthesize it. The reactants are: CN(C(ON1N=NC2C=CC=NC1=2)=[N+](C)C)C.F[P-](F)(F)(F)(F)F.[F:25][C:26]1[CH:27]=[C:28]([NH:37][C:38]([C@H:40]2[C:49]3[C:44](=[CH:45][C:46]([O:50][CH3:51])=[CH:47][CH:48]=3)[CH2:43][CH2:42][NH:41]2)=[O:39])[CH:29]=[C:30]([F:36])[C:31]=1[Si:32]([CH3:35])([CH3:34])[CH3:33].[C:52]([O:56][C:57](=[O:66])[CH2:58][C@@H:59]1[CH2:62][C@H:61]([C:63](O)=[O:64])[CH2:60]1)([CH3:55])([CH3:54])[CH3:53].CCN(C(C)C)C(C)C. (2) Given the product [OH:25][C:15]1([CH2:14][CH2:13][C:6]2[C:5]3[C:10](=[CH:11][CH:12]=[C:3]([O:2][CH3:1])[N:4]=3)[N:9]=[CH:8][CH:7]=2)[CH2:24][CH2:23][C:18](=[O:19])[CH2:17][CH2:16]1, predict the reactants needed to synthesize it. The reactants are: [CH3:1][O:2][C:3]1[N:4]=[C:5]2[C:10](=[CH:11][CH:12]=1)[N:9]=[CH:8][CH:7]=[C:6]2[CH2:13][CH2:14][C:15]1([OH:25])[CH2:24][CH2:23][C:18]2(OCC[O:19]2)[CH2:17][CH2:16]1. (3) Given the product [CH:24]1([C:2]2[CH:7]=[C:6]([CH2:8][OH:9])[C:5]([O:12][CH:13]([CH3:15])[CH3:14])=[CH:4][C:3]=2[C:16]2[CH:21]=[CH:20][C:19]([F:22])=[CH:18][C:17]=2[F:23])[CH2:26][CH2:25]1, predict the reactants needed to synthesize it. The reactants are: Br[C:2]1[CH:7]=[C:6]([C:8](OC)=[O:9])[C:5]([O:12][CH:13]([CH3:15])[CH3:14])=[CH:4][C:3]=1[C:16]1[CH:21]=[CH:20][C:19]([F:22])=[CH:18][C:17]=1[F:23].[CH:24]1(B(O)O)[CH2:26][CH2:25]1.C1(P(C2CCCCC2)C2C=CC=CC=2C2C(OC)=CC=CC=2OC)CCCCC1.C(=O)([O-])[O-].[Na+].[Na+].